This data is from Clinical trial toxicity outcomes and FDA approval status for drugs. The task is: Regression/Classification. Given a drug SMILES string, predict its toxicity properties. Task type varies by dataset: regression for continuous values (e.g., LD50, hERG inhibition percentage) or binary classification for toxic/non-toxic outcomes (e.g., AMES mutagenicity, cardiotoxicity, hepatotoxicity). Dataset: clintox. (1) The molecule is CC(=O)N(O)CCCCCNC(=O)CCC(=O)N(O)CCCCCNC(=O)CCC(=O)N(O)CCCCC[NH3+]. The result is 0 (passed clinical trial). (2) The drug is Cc1ccc(C(=O)Nc2ccc(CN3CCN(C)CC3)c(C(F)(F)F)c2)cc1C#Cc1cnc2cccnn12. The result is 1 (failed clinical trial for toxicity). (3) The compound is [NH3+]C[C@@H]1O[C@H](O[C@@H]2[C@@H](CO)O[C@@H](O[C@@H]3[C@@H](O)[C@H]([NH3+])C[C@H]([NH3+])[C@H]3O[C@H]3O[C@H](CO)[C@@H](O)[C@H](O)[C@H]3[NH3+])[C@@H]2O)[C@H]([NH3+])[C@@H](O)[C@@H]1O. The result is 0 (passed clinical trial). (4) The drug is CC(C(=O)[O-])c1ccc(-c2ccccc2)c(F)c1. The result is 0 (passed clinical trial). (5) The molecule is C[C@]12CC[C@@H]3c4ccc(O)cc4C[C@@H](CCCCCCCCCS(=O)CCCC(F)(F)C(F)(F)F)[C@H]3[C@@H]1CC[C@@H]2O. The result is 0 (passed clinical trial). (6) The drug is CCC(C)n1ncn(-c2ccc(N3CCN(c4ccc(OC[C@H]5CO[C@](Cn6cncn6)(c6ccc(Cl)cc6Cl)O5)cc4)CC3)cc2)c1=O. The result is 0 (passed clinical trial). (7) The molecule is CCCCNc1cc(C(=O)[O-])cc(S(N)(=O)=O)c1Oc1ccccc1. The result is 0 (passed clinical trial).